This data is from Reaction yield outcomes from USPTO patents with 853,638 reactions. The task is: Predict the reaction yield, written as a fraction of the theoretical maximum amount of product (1.0 means a 100% yield; for example, 0.34 means a 34% yield). (1) The yield is 0.620. The catalyst is CCOC(C)=O.[Pd]. The product is [F:1][C:2]1[CH:7]=[CH:6][C:5]([N:8]2[CH2:13][CH2:12][N:11]([S:14]([C:17]3[CH:18]=[C:19]([CH:20]=[CH:21][CH:22]=3)[NH2:23])(=[O:16])=[O:15])[C@H:10]([CH3:26])[CH2:9]2)=[C:4]([C:27]([F:28])([F:29])[F:30])[CH:3]=1. The reactants are [F:1][C:2]1[CH:7]=[CH:6][C:5]([N:8]2[CH2:13][CH2:12][N:11]([S:14]([C:17]3[CH:22]=[CH:21][CH:20]=[C:19]([N+:23]([O-])=O)[CH:18]=3)(=[O:16])=[O:15])[CH:10]([CH3:26])[CH2:9]2)=[C:4]([C:27]([F:30])([F:29])[F:28])[CH:3]=1. (2) The reactants are CCN(C(C)C)C(C)C.[O:10]1[CH:14]=[CH:13][CH:12]=[C:11]1[C:15]([NH:17][CH2:18][C:19]([OH:21])=O)=[O:16].C1C=CC2N(O)N=NC=2C=1.CCN=C=NCCCN(C)C.Cl.Cl.[N:45]1([C:51]([C:53]2[CH:58]=[CH:57][CH:56]=[CH:55][C:54]=2[C:59]([F:62])([F:61])[F:60])=[O:52])[CH2:50][CH2:49][NH:48][CH2:47][CH2:46]1. The catalyst is CN(C=O)C.O. The product is [O:21]=[C:19]([N:48]1[CH2:49][CH2:50][N:45]([C:51](=[O:52])[C:53]2[CH:58]=[CH:57][CH:56]=[CH:55][C:54]=2[C:59]([F:62])([F:60])[F:61])[CH2:46][CH2:47]1)[CH2:18][NH:17][C:15]([C:11]1[O:10][CH:14]=[CH:13][CH:12]=1)=[O:16]. The yield is 0.330. (3) The reactants are Cl[C:2]1[CH:3]=[CH:4][C:5]2[N:6]([C:8]([SH:11])=[N:9][N:10]=2)[N:7]=1.[CH3:12][NH2:13].Cl. The product is [CH3:12][NH:13][C:2]1[CH:3]=[CH:4][C:5]2[N:6]([C:8]([SH:11])=[N:9][N:10]=2)[N:7]=1. The yield is 0.580. No catalyst specified. (4) The reactants are P(Cl)(Cl)(Cl)=O.[CH3:6]/[C:7](=[N:10]\[NH:11][C:12]1[CH:17]=[CH:16][CH:15]=[CH:14][CH:13]=1)/[CH2:8][CH3:9].[C:18](=[O:21])([O-])[O-].[K+].[K+].[CH3:24]N(C)C=O. No catalyst specified. The product is [CH2:8]([C:7]1[C:6]([CH:18]=[O:21])=[CH:24][N:11]([C:12]2[CH:17]=[CH:16][CH:15]=[CH:14][CH:13]=2)[N:10]=1)[CH3:9]. The yield is 0.150. (5) The yield is 0.990. The product is [CH3:19][O:18][C@H:13]1[C@@H:14]([O:16][CH3:17])[CH2:15][NH:11][CH2:12]1. The catalyst is CO.[Pd]. The reactants are C(OC([N:11]1[CH2:15][C@H:14]([O:16][CH3:17])[C@H:13]([O:18][CH3:19])[CH2:12]1)=O)C1C=CC=CC=1. (6) The reactants are [CH3:1][C:2]1([CH3:15])[C:10]2[C:5](=[CH:6][C:7]([N+:11]([O-:13])=[O:12])=[CH:8][CH:9]=2)[NH:4][C:3]1=[O:14].[H-].[Na+].Br[CH2:19][CH3:20]. The catalyst is CN(C)C=O. The product is [CH2:19]([N:4]1[C:5]2[C:10](=[CH:9][CH:8]=[C:7]([N+:11]([O-:13])=[O:12])[CH:6]=2)[C:2]([CH3:15])([CH3:1])[C:3]1=[O:14])[CH3:20]. The yield is 0.870.